Dataset: Full USPTO retrosynthesis dataset with 1.9M reactions from patents (1976-2016). Task: Predict the reactants needed to synthesize the given product. (1) Given the product [CH:1]1([C:4]2[CH:9]=[CH:8][CH:7]=[CH:6][C:5]=2[C:10]2[N:11]=[C:12]([CH2:15][O:16][C:17]3[CH:28]=[CH:27][C:20]([O:21][CH2:22][C:23]([OH:25])=[O:24])=[C:19]([CH3:29])[CH:18]=3)[S:13][CH:14]=2)[CH2:3][CH2:2]1, predict the reactants needed to synthesize it. The reactants are: [CH:1]1([C:4]2[CH:9]=[CH:8][CH:7]=[CH:6][C:5]=2[C:10]2[N:11]=[C:12]([CH2:15][O:16][C:17]3[CH:28]=[CH:27][C:20]([O:21][CH2:22][C:23]([O:25]C)=[O:24])=[C:19]([CH3:29])[CH:18]=3)[S:13][CH:14]=2)[CH2:3][CH2:2]1.[Li+].[OH-].Cl.CCOC(C)=O. (2) Given the product [F:30][C:4]1[CH:3]=[C:2]([C:31]2[CH:36]=[CH:35][CH:34]=[CH:33][CH:32]=2)[CH:29]=[CH:28][C:5]=1[CH2:6][N:7]1[CH:27]=[C:10]2[N:11]=[C:12]([N:17]3[CH:21]=[C:20]([C:22]([O:24][CH2:25][CH3:26])=[O:23])[CH:19]=[N:18]3)[N:13]=[C:14]([O:15][CH3:16])[C:9]2=[N:8]1, predict the reactants needed to synthesize it. The reactants are: Cl[C:2]1[CH:29]=[CH:28][C:5]([CH2:6][N:7]2[CH:27]=[C:10]3[N:11]=[C:12]([N:17]4[CH:21]=[C:20]([C:22]([O:24][CH2:25][CH3:26])=[O:23])[CH:19]=[N:18]4)[N:13]=[C:14]([O:15][CH3:16])[C:9]3=[N:8]2)=[C:4]([F:30])[CH:3]=1.[C:31]1(B(O)O)[CH:36]=[CH:35][CH:34]=[CH:33][CH:32]=1.P([O-])([O-])([O-])=O.[K+].[K+].[K+].C(Cl)(Cl)Cl.